Dataset: Forward reaction prediction with 1.9M reactions from USPTO patents (1976-2016). Task: Predict the product of the given reaction. (1) Given the reactants O=[C:2]([CH3:8])[CH2:3][C:4]([O:6][CH3:7])=[O:5].[F:9][C:10]([F:19])([F:18])[C:11]1[CH:12]=[C:13]([CH:15]=[CH:16][CH:17]=1)[NH2:14].C(O)(=O)C, predict the reaction product. The product is: [F:9][C:10]([F:18])([F:19])[C:11]1[CH:12]=[C:13]([NH:14][C:2]([CH3:8])=[CH:3][C:4]([O:6][CH3:7])=[O:5])[CH:15]=[CH:16][CH:17]=1. (2) Given the reactants C[C:2]1[CH:7]=[C:6]([N+:8]([O-:10])=[O:9])[CH:5]=C[C:3]=1[C:11]([F:14])([F:13])[F:12].[OH-].[Na+].[CH3:17][C:18]([OH:20])=[O:19], predict the reaction product. The product is: [N+:8]([C:6]1[CH:7]=[CH:2][C:3]([C:11]([F:12])([F:13])[F:14])=[C:17]([CH:5]=1)[C:18]([OH:20])=[O:19])([O-:10])=[O:9].